Predict the reactants needed to synthesize the given product. From a dataset of Full USPTO retrosynthesis dataset with 1.9M reactions from patents (1976-2016). (1) Given the product [Cl:8][C:6]1[N:5]=[CH:4][N:3]=[C:2]([NH:14][C@@H:13]([C:12]([O:11][CH3:10])=[O:22])[CH2:15][C:16]2[CH:21]=[CH:20][CH:19]=[CH:18][CH:17]=2)[CH:7]=1, predict the reactants needed to synthesize it. The reactants are: Cl[C:2]1[CH:7]=[C:6]([Cl:8])[N:5]=[CH:4][N:3]=1.Cl.[CH3:10][O:11][C:12](=[O:22])[C@@H:13]([CH2:15][C:16]1[CH:21]=[CH:20][CH:19]=[CH:18][CH:17]=1)[NH2:14].C(N(CC)C(C)C)(C)C. (2) Given the product [CH:43]([O:46][CH2:47][CH2:48][NH:49][S:31]([NH:34][C:35](=[O:36])[O:29][CH2:28][CH2:27][CH2:26][C:14]1[CH:15]=[CH:16][C:17]([O:19][CH2:20][C:21]2[O:22][CH:23]=[CH:24][CH:25]=2)=[CH:18][C:13]=1[O:12][C:3]1[C:2]([Cl:1])=[CH:7][C:6]([C:8]([F:11])([F:10])[F:9])=[CH:5][N:4]=1)(=[O:33])=[O:32])([CH3:45])[CH3:44], predict the reactants needed to synthesize it. The reactants are: [Cl:1][C:2]1[C:3]([O:12][C:13]2[CH:18]=[C:17]([O:19][CH2:20][C:21]3[O:22][CH:23]=[CH:24][CH:25]=3)[CH:16]=[CH:15][C:14]=2[CH2:26][CH2:27][CH2:28][OH:29])=[N:4][CH:5]=[C:6]([C:8]([F:11])([F:10])[F:9])[CH:7]=1.Cl[S:31]([N:34]=[C:35]=[O:36])(=[O:33])=[O:32].N1C=CC=CC=1.[CH:43]([O:46][CH2:47][CH2:48][NH2:49])([CH3:45])[CH3:44].